This data is from Forward reaction prediction with 1.9M reactions from USPTO patents (1976-2016). The task is: Predict the product of the given reaction. Given the reactants [CH3:1][C:2]1([CH3:22])[O:10][C@@H:9]2[C@@H:4]([CH2:5][O:6][C@@:7]3([CH2:16][O:17][S:18]([NH2:21])(=[O:20])=[O:19])[O:13][C:12]([CH3:15])([CH3:14])[O:11][C@H:8]32)[O:3]1.[CH3:23][C:24]([NH2:33])([CH2:26][C:27]1[CH:28]=[CH:29][CH:30]=[CH:31][CH:32]=1)[CH3:25].CC(N)(CC1C=CC=CC=1)C.Cl, predict the reaction product. The product is: [CH3:25][C:24]([NH2:33])([CH2:26][C:27]1[CH:28]=[CH:29][CH:30]=[CH:31][CH:32]=1)[CH3:23].[CH3:1][C:2]1([CH3:22])[O:10][C@@H:9]2[C@@H:4]([CH2:5][O:6][C@@:7]3([CH2:16][O:17][S:18]([NH2:21])(=[O:20])=[O:19])[O:13][C:12]([CH3:14])([CH3:15])[O:11][C@H:8]32)[O:3]1.